This data is from Experimentally validated miRNA-target interactions with 360,000+ pairs, plus equal number of negative samples. The task is: Binary Classification. Given a miRNA mature sequence and a target amino acid sequence, predict their likelihood of interaction. (1) The miRNA is hsa-miR-6514-5p with sequence UAUGGAGUGGACUUUCAGCUGGC. The protein sequence of the target gene is MRTVWSPLAAALAALGMSTYKRATLDEEDLVDSLSEGDVYPNGLQVNFRSSRSGQRCWAARTSVEKRLVVLVTLLAAGLVACLAALGIQYQTRTPPVCLTEACVSVTSSILNSMDPTVDPCQDFFSYACGGWIKANPVPDGHSRWGTFSNLWEHNQAVIKHLLENATASVSEAERKAQVYYRACMNETRIEELRAKPLMELIEKLGGWNITGPWAKDNFQDTLQVVTAHYRTSPFFSVYVSADSKNSNSNVIQVDQSGLGLPSRDYYLNKTENEKVLTGYLNYMVQLGKLLGGGDEDAIR.... Result: 0 (no interaction). (2) The miRNA is mmu-miR-3572-3p with sequence UACACUUGUCCUUCUUUCCCCAG. The protein sequence of the target gene is MAERRRHKKRIQEVGEPSKEEKAVAKYLRFNCPTKSTNMMGHRVDYFIASKAVECLLDSKWAKAKKGEDALFTTRESVVDYCNRLLKKQFFHRALKVMKMKYDKDVKKEKDKGKSESGKEDDKKSKKESVKEEKTKKEKEKKKDGEKEDSKKEETPGTPKKKETKKKFKLEPHDDQVFLDGNEVFVWIYDPVHIKTFVMGLILVIAVIAATLFPLWPAEMRVGVYYLSVGAGCFVASILLLAIARCILFLIIWLITGGRHHFWFLPNLTADVGFIDSFRPLYTHEYKGPKADLKKDEKSE.... Result: 0 (no interaction). (3) The miRNA is mmu-miR-465a-3p with sequence GAUCAGGGCCUUUCUAAGUAGA. The protein sequence of the target gene is MWKLLLWVGLVLVLKHHDGAAHKLVCYFTNWAHSRPGPASILPHDLDPFLCTHLIFAFASMNNNQIVAKDLQDEKILYPEFNKLKERNRELKTLLSIGGWNFGTSRFTTMLSTFANREKFIASVISLLRTHDFDGLDLFFLYPGLRGSPMHDRWTFLFLIEELLFAFRKEALLTMRPRLLLSAAVSGVPHIVQTSYDVRFLGRLLDFINVLSYDLHGSWERFTGHNSPLFSLPEDPKSSAYAMNYWRKLGAPSEKLIMGIPTYGRTFRLLKASKNGLQARAIGPASPGKYTKQEGFLAYF.... Result: 0 (no interaction).